This data is from NCI-60 drug combinations with 297,098 pairs across 59 cell lines. The task is: Regression. Given two drug SMILES strings and cell line genomic features, predict the synergy score measuring deviation from expected non-interaction effect. (1) Drug 1: CCCS(=O)(=O)NC1=C(C(=C(C=C1)F)C(=O)C2=CNC3=C2C=C(C=N3)C4=CC=C(C=C4)Cl)F. Drug 2: C1CNP(=O)(OC1)N(CCCl)CCCl. Cell line: K-562. Synergy scores: CSS=-22.3, Synergy_ZIP=-0.409, Synergy_Bliss=-23.9, Synergy_Loewe=-102, Synergy_HSA=-26.6. (2) Drug 1: C1C(C(OC1N2C=NC3=C(N=C(N=C32)Cl)N)CO)O. Drug 2: CC(C)CN1C=NC2=C1C3=CC=CC=C3N=C2N. Cell line: OVCAR-8. Synergy scores: CSS=54.7, Synergy_ZIP=4.41, Synergy_Bliss=3.43, Synergy_Loewe=-1.37, Synergy_HSA=3.42. (3) Drug 1: CN(CCCl)CCCl.Cl. Drug 2: C(CCl)NC(=O)N(CCCl)N=O. Cell line: CAKI-1. Synergy scores: CSS=22.2, Synergy_ZIP=-6.27, Synergy_Bliss=-1.74, Synergy_Loewe=-16.5, Synergy_HSA=-0.0191. (4) Drug 1: CN1CCC(CC1)COC2=C(C=C3C(=C2)N=CN=C3NC4=C(C=C(C=C4)Br)F)OC. Drug 2: CNC(=O)C1=CC=CC=C1SC2=CC3=C(C=C2)C(=NN3)C=CC4=CC=CC=N4. Cell line: 786-0. Synergy scores: CSS=7.09, Synergy_ZIP=2.02, Synergy_Bliss=6.29, Synergy_Loewe=2.55, Synergy_HSA=5.76. (5) Drug 1: CS(=O)(=O)C1=CC(=C(C=C1)C(=O)NC2=CC(=C(C=C2)Cl)C3=CC=CC=N3)Cl. Drug 2: CN1C2=C(C=C(C=C2)N(CCCl)CCCl)N=C1CCCC(=O)O.Cl. Cell line: EKVX. Synergy scores: CSS=7.94, Synergy_ZIP=-2.15, Synergy_Bliss=0.612, Synergy_Loewe=-12.8, Synergy_HSA=0.339. (6) Drug 1: CCC1=C2CN3C(=CC4=C(C3=O)COC(=O)C4(CC)O)C2=NC5=C1C=C(C=C5)O. Drug 2: C1CN(CCN1C(=O)CCBr)C(=O)CCBr. Cell line: EKVX. Synergy scores: CSS=9.76, Synergy_ZIP=-2.71, Synergy_Bliss=-0.0791, Synergy_Loewe=-5.56, Synergy_HSA=-2.11.